From a dataset of Full USPTO retrosynthesis dataset with 1.9M reactions from patents (1976-2016). Predict the reactants needed to synthesize the given product. Given the product [F:12][C:13]1[CH:18]=[CH:17][C:16]([C:2]2[N:6]3[CH:7]=[CH:8][C:9]([CH3:11])=[N:10][C:5]3=[N:4][CH:3]=2)=[CH:15][C:14]=1[C:28]1[C:29]([C:34]#[N:35])=[CH:30][CH:31]=[CH:32][CH:33]=1, predict the reactants needed to synthesize it. The reactants are: Br[C:2]1[N:6]2[CH:7]=[CH:8][C:9]([CH3:11])=[N:10][C:5]2=[N:4][CH:3]=1.[F:12][C:13]1[CH:18]=[CH:17][C:16](B2OC(C)(C)C(C)(C)O2)=[CH:15][C:14]=1[C:28]1[C:29]([C:34]#[N:35])=[CH:30][CH:31]=[CH:32][CH:33]=1.